From a dataset of Catalyst prediction with 721,799 reactions and 888 catalyst types from USPTO. Predict which catalyst facilitates the given reaction. (1) Reactant: Cl[C:2]1[N:10]=[C:9]2[C:5]([N:6]=[C:7]([CH2:12][CH2:13][N:14]3[CH2:17][C:16]([CH:19]([CH3:21])[CH3:20])([OH:18])[CH2:15]3)[N:8]2[CH3:11])=[C:4]([N:22]2[CH2:27][CH2:26][O:25][CH2:24][CH2:23]2)[N:3]=1.[CH2:28]([C:30]1[NH:31][C:32]2[CH:38]=[CH:37][CH:36]=[CH:35][C:33]=2[N:34]=1)[CH3:29].CC(C1C=C(C(C)C)C(C2C=CC=CC=2P(C2CCCCC2)C2CCCCC2)=C(C(C)C)C=1)C.C([O-])([O-])=O.[Cs+].[Cs+]. Product: [CH2:28]([C:30]1[N:31]([C:2]2[N:10]=[C:9]3[C:5]([N:6]=[C:7]([CH2:12][CH2:13][N:14]4[CH2:17][C:16]([CH:19]([CH3:21])[CH3:20])([OH:18])[CH2:15]4)[N:8]3[CH3:11])=[C:4]([N:22]3[CH2:27][CH2:26][O:25][CH2:24][CH2:23]3)[N:3]=2)[C:32]2[CH:38]=[CH:37][CH:36]=[CH:35][C:33]=2[N:34]=1)[CH3:29]. The catalyst class is: 62. (2) Reactant: [CH3:1][I:2].[CH2:3]([O:10][C:11](=[O:25])[NH:12][CH:13]1[CH2:18][CH2:17][CH:16]([N:19]([CH3:24])[C:20]([NH:22][CH3:23])=[S:21])[CH2:15][CH2:14]1)[C:4]1[CH:9]=[CH:8][CH:7]=[CH:6][CH:5]=1. Product: [CH2:3]([O:10][C:11](=[O:25])[NH:12][CH:13]1[CH2:14][CH2:15][CH:16]([N:19]([CH3:24])[C:20](=[N:22][CH3:23])[S:21][CH3:1])[CH2:17][CH2:18]1)[C:4]1[CH:9]=[CH:8][CH:7]=[CH:6][CH:5]=1.[IH:2]. The catalyst class is: 751. (3) The catalyst class is: 8. Reactant: [C:1]([N:5]1[C:9]([C:10]2[CH:15]=[CH:14][C:13]([O:16][CH3:17])=[CH:12][CH:11]=2)=[C:8]([C:18](=[S:20])[NH2:19])[CH:7]=[N:6]1)([CH3:4])([CH3:3])[CH3:2].Br[CH2:22][C:23](=O)[C:24]([O:26][CH2:27][CH3:28])=[O:25]. Product: [C:1]([N:5]1[C:9]([C:10]2[CH:15]=[CH:14][C:13]([O:16][CH3:17])=[CH:12][CH:11]=2)=[C:8]([C:18]2[S:20][CH:22]=[C:23]([C:24]([O:26][CH2:27][CH3:28])=[O:25])[N:19]=2)[CH:7]=[N:6]1)([CH3:4])([CH3:2])[CH3:3]. (4) Reactant: [Si:1]([O:8][NH2:9])([C:4]([CH3:7])([CH3:6])[CH3:5])([CH3:3])[CH3:2].C(N(CC)CC)C.[C:17]([C:20]1[CH:25]=[CH:24][C:23]([S:26](Cl)(=[O:28])=[O:27])=[CH:22][CH:21]=1)(=[O:19])[CH3:18].O. Product: [C:17]([C:20]1[CH:21]=[CH:22][C:23]([S:26]([NH:9][O:8][Si:1]([C:4]([CH3:7])([CH3:6])[CH3:5])([CH3:3])[CH3:2])(=[O:28])=[O:27])=[CH:24][CH:25]=1)(=[O:19])[CH3:18]. The catalyst class is: 1.